Dataset: Catalyst prediction with 721,799 reactions and 888 catalyst types from USPTO. Task: Predict which catalyst facilitates the given reaction. (1) Reactant: N1[C:9]2[C:4](=[CH:5][CH:6]=[CH:7][CH:8]=2)[C:3]([CH:10]2[C:23]3[C:18](=[CH:19][CH:20]=[CH:21][CH:22]=3)[C:17]3[CH:16]=[CH:15][CH:14]=[CH:13][C:12]=3[N:11]2[C:24](=[O:28])[C:25]([OH:27])=O)=C1.[CH2:29]([N:31](C(C)C)C(C)C)C.[Cl-].[CH3:39][NH3+:40].C1C=CC2N(O)N=NC=2C=1.CN(C(ON1N=NC2C=CC=CC1=2)=[N+](C)C)C.F[P-](F)(F)(F)(F)F. Product: [NH:40]1[C:5]2[C:4](=[CH:9][CH:8]=[CH:7][CH:6]=2)[C:3]([CH:10]2[C:23]3[C:18](=[CH:19][CH:20]=[CH:21][CH:22]=3)[C:13]3[CH:14]=[CH:15][CH:16]=[CH:17][C:12]=3[N:11]2[C:24](=[O:28])[C:25]([NH:31][CH3:29])=[O:27])=[CH:39]1. The catalyst class is: 9. (2) Reactant: [F:1][C:2]1[CH:7]=[CH:6][C:5]([CH3:8])=[CH:4][C:3]=1[OH:9].[Br-:10].[Br-].[Br-].C([N+](CCCC)(CCCC)CCCC)CCC.C([N+](CCCC)(CCCC)CCCC)CCC.C([N+](CCCC)(CCCC)CCCC)CCC. Product: [Br:10][C:6]1[C:5]([CH3:8])=[CH:4][C:3]([OH:9])=[C:2]([F:1])[CH:7]=1. The catalyst class is: 22. (3) Reactant: [C:1]([C:3]1[C:11]2[C:6](=[N+:7]([O-])[CH:8]=[CH:9][CH:10]=2)[N:5]([CH:13]2[CH2:16][CH2:15][CH2:14]2)[CH:4]=1)#[N:2].C[Si](C)(C)N[Si](C)(C)C.[Cl:26]C(OCC)=O.C([O-])(O)=O.[Na+]. Product: [Cl:26][C:8]1[N:7]=[C:6]2[N:5]([CH:13]3[CH2:16][CH2:15][CH2:14]3)[CH:4]=[C:3]([C:1]#[N:2])[C:11]2=[CH:10][CH:9]=1. The catalyst class is: 1. (4) Reactant: Cl.[OH:2][C@@H:3]1[CH2:7][CH2:6][NH:5][CH2:4]1.C(=O)([O-])[O-].[K+].[K+].C1COCC1.[C:19](O[C:19]([O:21][C:22]([CH3:25])([CH3:24])[CH3:23])=[O:20])([O:21][C:22]([CH3:25])([CH3:24])[CH3:23])=[O:20]. Product: [C:22]([O:21][C:19]([N:5]1[CH2:6][CH2:7][C@@H:3]([OH:2])[CH2:4]1)=[O:20])([CH3:25])([CH3:24])[CH3:23]. The catalyst class is: 6.